This data is from Full USPTO retrosynthesis dataset with 1.9M reactions from patents (1976-2016). The task is: Predict the reactants needed to synthesize the given product. (1) Given the product [Cl:41][C:38]1[CH:39]=[C:40]2[NH:32][C:33](=[O:58])[C:34]3([CH:42]([C:43]4[C:44]([O:50][C:51]([C:54]([O:56][CH3:57])=[O:55])([CH3:53])[CH3:52])=[N:45][CH:46]=[C:47]([Cl:49])[CH:48]=4)[CH2:19][C:17](=[O:18])[NH:16][CH:15]3[C:13]3[CH:14]=[C:9]([F:8])[CH:10]=[CH:11][C:12]=3[CH3:24])[C:35]2=[CH:36][CH:37]=1, predict the reactants needed to synthesize it. The reactants are: C1(C)C=CC=CC=1.[F:8][C:9]1[CH:10]=[CH:11][C:12]([CH3:24])=[C:13]([CH:15]=[N:16][C:17]([O:19][Si](C)(C)C)=[CH2:18])[CH:14]=1.C(OC([N:32]1[C:40]2[C:35](=[CH:36][CH:37]=[C:38]([Cl:41])[CH:39]=2)/[C:34](=[CH:42]/[C:43]2[C:44]([O:50][C:51]([C:54]([O:56][CH3:57])=[O:55])([CH3:53])[CH3:52])=[N:45][CH:46]=[C:47]([Cl:49])[CH:48]=2)/[C:33]1=[O:58])=O)(C)(C)C. (2) Given the product [OH:17][CH2:16][C@H:15]([NH:14][C:2]1[CH:9]=[CH:8][C:5]([C:6]#[N:7])=[C:4]([C:10]([F:13])([F:12])[F:11])[CH:3]=1)[CH2:18][CH2:19][CH3:20], predict the reactants needed to synthesize it. The reactants are: F[C:2]1[CH:9]=[CH:8][C:5]([C:6]#[N:7])=[C:4]([C:10]([F:13])([F:12])[F:11])[CH:3]=1.[NH2:14][C@H:15]([CH2:18][CH2:19][CH3:20])[CH2:16][OH:17].CCN(C(C)C)C(C)C. (3) Given the product [O:27]1[C:26]2[CH:30]=[CH:31][C:23]([C:16]3[C:17]([O:21][CH3:22])=[N:18][N:19]([CH3:20])[C:15]=3[NH:14][S:10]([C:9]3[C:4]4[C:5](=[N:1][S:2][N:3]=4)[CH:6]=[CH:7][CH:8]=3)(=[O:12])=[O:11])=[CH:24][C:25]=2[O:29][CH2:28]1, predict the reactants needed to synthesize it. The reactants are: [N:1]1[S:2][N:3]=[C:4]2[C:9]([S:10](Cl)(=[O:12])=[O:11])=[CH:8][CH:7]=[CH:6][C:5]=12.[NH2:14][C:15]1[N:19]([CH3:20])[N:18]=[C:17]([O:21][CH3:22])[C:16]=1[C:23]1[CH:31]=[CH:30][C:26]2[O:27][CH2:28][O:29][C:25]=2[CH:24]=1.